Dataset: Forward reaction prediction with 1.9M reactions from USPTO patents (1976-2016). Task: Predict the product of the given reaction. (1) Given the reactants CO[C:3](=[O:31])[C:4]1[CH:9]=[CH:8][C:7]([C:10]2([C:23]3[CH:28]=[CH:27][CH:26]=[C:25]([O:29][CH3:30])[CH:24]=3)[CH2:15][CH2:14][N:13]([CH2:16][C:17]3[CH:22]=[CH:21][CH:20]=[CH:19][CH:18]=3)[CH2:12][CH2:11]2)=[CH:6][CH:5]=1.O.[NH2:33][NH2:34], predict the reaction product. The product is: [CH2:16]([N:13]1[CH2:12][CH2:11][C:10]([C:7]2[CH:6]=[CH:5][C:4]([C:3]([NH:33][NH2:34])=[O:31])=[CH:9][CH:8]=2)([C:23]2[CH:28]=[CH:27][CH:26]=[C:25]([O:29][CH3:30])[CH:24]=2)[CH2:15][CH2:14]1)[C:17]1[CH:18]=[CH:19][CH:20]=[CH:21][CH:22]=1. (2) The product is: [Cl:1][C:2]1[CH:7]=[CH:6][CH:5]=[C:4]([F:8])[C:3]=1[C:9]1[NH:13][C:12](=[O:14])[N:11]([C:15]2[CH:24]=[CH:23][C:18]([C:19]([NH:30][C:29]3[CH:31]=[C:32]([C:35]([F:36])([F:37])[F:38])[CH:33]=[CH:34][C:28]=3[F:27])=[O:20])=[C:17]([O:25][CH3:26])[CH:16]=2)[N:10]=1. Given the reactants [Cl:1][C:2]1[CH:7]=[CH:6][CH:5]=[C:4]([F:8])[C:3]=1[C:9]1[NH:13][C:12](=[O:14])[N:11]([C:15]2[CH:24]=[CH:23][C:18]([C:19](OC)=[O:20])=[C:17]([O:25][CH3:26])[CH:16]=2)[N:10]=1.[F:27][C:28]1[CH:34]=[CH:33][C:32]([C:35]([F:38])([F:37])[F:36])=[CH:31][C:29]=1[NH2:30].C[Al](C)C, predict the reaction product. (3) The product is: [O:17]=[C:16]1[C:15]2([CH2:18][CH2:19][NH:20][CH2:21][CH2:22]2)[N:14]([C:30]2[CH:31]=[CH:32][CH:33]=[CH:34][CH:35]=2)[CH2:13][N:12]1[CH2:11][C:10]1[CH:9]=[C:8]([CH:38]=[CH:37][CH:36]=1)[C:6]([O:5][CH2:4][C:3]([N:2]([CH3:1])[CH3:40])=[O:39])=[O:7]. Given the reactants [CH3:1][N:2]([CH3:40])[C:3](=[O:39])[CH2:4][O:5][C:6]([C:8]1[CH:9]=[C:10]([CH:36]=[CH:37][CH:38]=1)[CH2:11][N:12]1[C:16](=[O:17])[C:15]2([CH2:22][CH2:21][N:20](C(OC(C)(C)C)=O)[CH2:19][CH2:18]2)[N:14]([C:30]2[CH:35]=[CH:34][CH:33]=[CH:32][CH:31]=2)[CH2:13]1)=[O:7].Cl, predict the reaction product.